From a dataset of NCI-60 drug combinations with 297,098 pairs across 59 cell lines. Regression. Given two drug SMILES strings and cell line genomic features, predict the synergy score measuring deviation from expected non-interaction effect. (1) Drug 1: CN1CCC(CC1)COC2=C(C=C3C(=C2)N=CN=C3NC4=C(C=C(C=C4)Br)F)OC. Drug 2: CN(C(=O)NC(C=O)C(C(C(CO)O)O)O)N=O. Cell line: A498. Synergy scores: CSS=10.0, Synergy_ZIP=-4.63, Synergy_Bliss=-5.27, Synergy_Loewe=-19.6, Synergy_HSA=-5.44. (2) Drug 1: CC1C(C(CC(O1)OC2CC(CC3=C2C(=C4C(=C3O)C(=O)C5=C(C4=O)C(=CC=C5)OC)O)(C(=O)C)O)N)O.Cl. Drug 2: CCC1(CC2CC(C3=C(CCN(C2)C1)C4=CC=CC=C4N3)(C5=C(C=C6C(=C5)C78CCN9C7C(C=CC9)(C(C(C8N6C=O)(C(=O)OC)O)OC(=O)C)CC)OC)C(=O)OC)O.OS(=O)(=O)O. Cell line: PC-3. Synergy scores: CSS=15.9, Synergy_ZIP=-1.51, Synergy_Bliss=5.04, Synergy_Loewe=-2.68, Synergy_HSA=3.05. (3) Drug 1: C1CC(C1)(C(=O)O)C(=O)O.[NH2-].[NH2-].[Pt+2]. Drug 2: CC1=C(C(=CC=C1)Cl)NC(=O)C2=CN=C(S2)NC3=CC(=NC(=N3)C)N4CCN(CC4)CCO. Cell line: SK-OV-3. Synergy scores: CSS=49.1, Synergy_ZIP=-2.28, Synergy_Bliss=-1.89, Synergy_Loewe=-18.8, Synergy_HSA=1.25. (4) Drug 1: CCC1(CC2CC(C3=C(CCN(C2)C1)C4=CC=CC=C4N3)(C5=C(C=C6C(=C5)C78CCN9C7C(C=CC9)(C(C(C8N6C=O)(C(=O)OC)O)OC(=O)C)CC)OC)C(=O)OC)O.OS(=O)(=O)O. Drug 2: CC=C1C(=O)NC(C(=O)OC2CC(=O)NC(C(=O)NC(CSSCCC=C2)C(=O)N1)C(C)C)C(C)C. Cell line: MCF7. Synergy scores: CSS=33.0, Synergy_ZIP=-1.89, Synergy_Bliss=-2.22, Synergy_Loewe=-8.75, Synergy_HSA=-0.523.